Predict the product of the given reaction. From a dataset of Forward reaction prediction with 1.9M reactions from USPTO patents (1976-2016). (1) Given the reactants [Cl:1][C:2]1[C:7]([O:8][CH3:9])=[CH:6][C:5]([O:10][CH3:11])=[C:4]([Cl:12])[C:3]=1[C:13]1[CH:14]=[C:15]2[N:21](C3CCCCO3)[N:20]=[C:19](I)[C:16]2=[N:17][CH:18]=1.[CH3:29][N:30]1[CH:34]=[C:33](B2OC(C)(C)C(C)(C)O2)[CH:32]=[N:31]1.C(=O)([O-])[O-].[Cs+].[Cs+].Cl.C(Cl)(=O)C, predict the reaction product. The product is: [Cl:1][C:2]1[C:7]([O:8][CH3:9])=[CH:6][C:5]([O:10][CH3:11])=[C:4]([Cl:12])[C:3]=1[C:13]1[CH:14]=[C:15]2[NH:21][N:20]=[C:19]([C:33]3[CH:32]=[N:31][N:30]([CH3:29])[CH:34]=3)[C:16]2=[N:17][CH:18]=1. (2) Given the reactants [C:1](Cl)(=[O:3])[CH3:2].C(N(C(C)C)CC)(C)C.[F:14][C:15]1[CH:16]=[C:17]([CH2:21][CH2:22][C@@H:23]2[CH2:27][CH2:26][CH2:25][NH:24]2)[CH:18]=[CH:19][CH:20]=1, predict the reaction product. The product is: [F:14][C:15]1[CH:16]=[C:17]([CH2:21][CH2:22][C@@H:23]2[CH2:27][CH2:26][CH2:25][N:24]2[C:1](=[O:3])[CH3:2])[CH:18]=[CH:19][CH:20]=1. (3) Given the reactants I[C:2]1[CH:3]=[C:4]2[N:10]=[CH:9][N:8]([CH2:11][C:12]3[CH:28]=[CH:27][C:15]4[N:16]=[C:17]([NH:19][C@@H:20]5[CH2:25][CH2:24][CH2:23][CH2:22][C@H:21]5[OH:26])[S:18][C:14]=4[CH:13]=3)[C:5]2=[N:6][CH:7]=1.[NH:29]1[CH2:34][CH2:33][O:32][CH2:31][CH2:30]1.N1CCC[C@H]1C(O)=O.C([O-])([O-])=O.[K+].[K+], predict the reaction product. The product is: [O:32]1[CH2:33][CH2:34][N:29]([C:2]2[CH:3]=[C:4]3[N:10]=[CH:9][N:8]([CH2:11][C:12]4[CH:28]=[CH:27][C:15]5[N:16]=[C:17]([NH:19][C@@H:20]6[CH2:25][CH2:24][CH2:23][CH2:22][C@H:21]6[OH:26])[S:18][C:14]=5[CH:13]=4)[C:5]3=[N:6][CH:7]=2)[CH2:30][CH2:31]1. (4) Given the reactants F[C:2]1[CH:3]=[C:4]2[C:9](=[CH:10][CH:11]=1)[C:8](=[O:12])[NH:7][CH2:6][CH2:5]2.[CH3:13][NH:14][CH3:15], predict the reaction product. The product is: [CH3:13][N:14]([CH3:15])[C:2]1[CH:3]=[C:4]2[C:9](=[CH:10][CH:11]=1)[C:8](=[O:12])[NH:7][CH2:6][CH2:5]2. (5) Given the reactants [CH:1]([C@H:3]([NH:8]C(=O)OC(C)(C)C)[CH2:4][CH2:5][S:6][CH3:7])=[O:2].S(=O)(O)[O-].[Na+].[C-]#N.[K+].[C:24]([O:27]CC)(=[O:26])C, predict the reaction product. The product is: [NH2:8][C@H:3]([CH2:4][CH2:5][S:6][CH3:7])[CH:1]([OH:2])[C:24]([OH:27])=[O:26]. (6) Given the reactants [CH:1]1([CH2:4][N:5]2[C:13]3[N:12]=[C:11]([CH2:14][C:15]4[CH:20]=[CH:19][C:18]([N:21]([CH3:33])[S:22]([C:25]5[C:26]([CH3:32])=[N:27][N:28]([CH3:31])[C:29]=5Cl)(=[O:24])=[O:23])=[CH:17][CH:16]=4)[NH:10][C:9]=3[C:8](=[O:34])[N:7]([CH2:35][C:36]3[CH:41]=[CH:40][CH:39]=[CH:38][C:37]=3[F:42])[C:6]2=[O:43])[CH2:3][CH2:2]1, predict the reaction product. The product is: [CH:1]1([CH2:4][N:5]2[C:13]3[N:12]=[C:11]([CH2:14][C:15]4[CH:20]=[CH:19][C:18]([N:21]([CH3:33])[S:22]([C:25]5[C:26]([CH3:32])=[N:27][N:28]([CH3:31])[CH:29]=5)(=[O:23])=[O:24])=[CH:17][CH:16]=4)[NH:10][C:9]=3[C:8](=[O:34])[N:7]([CH2:35][C:36]3[CH:41]=[CH:40][CH:39]=[CH:38][C:37]=3[F:42])[C:6]2=[O:43])[CH2:3][CH2:2]1. (7) Given the reactants [C:1]([O:5][C:6]([N:8]1[CH2:13][CH2:12][N:11]([CH2:14][C:15]2[CH:20]=[C:19]([Br:21])[CH:18]=[C:17]([C:22](=[O:37])[NH:23][CH2:24][C:25]3[CH:30]=[C:29]([Cl:31])[CH:28]=[CH:27][C:26]=3[S:32]([CH2:35][CH3:36])(=[O:34])=[O:33])[C:16]=2[NH2:38])[CH2:10][CH2:9]1)=[O:7])([CH3:4])([CH3:3])[CH3:2].ClC1C(C2OCCO2)=C(OC(F)(F)F)C=C2C=1N[C:47](=[O:50])N(CC1C=C(Cl)C=CC=1S(CC)(=O)=O)C2=O, predict the reaction product. The product is: [C:1]([O:5][C:6]([N:8]1[CH2:13][CH2:12][N:11]([CH2:14][C:15]2[CH:20]=[C:19]([Br:21])[CH:18]=[C:17]3[C:16]=2[NH:38][C:47](=[O:50])[N:23]([CH2:24][C:25]2[CH:30]=[C:29]([Cl:31])[CH:28]=[CH:27][C:26]=2[S:32]([CH2:35][CH3:36])(=[O:33])=[O:34])[C:22]3=[O:37])[CH2:10][CH2:9]1)=[O:7])([CH3:2])([CH3:4])[CH3:3].